From a dataset of Forward reaction prediction with 1.9M reactions from USPTO patents (1976-2016). Predict the product of the given reaction. (1) The product is: [Cl:2][C:3]1[C:4]2[N:5]([C:20]([C:22]3[CH:27]=[CH:26][CH:25]=[CH:24][N:23]=3)=[N:17][N:16]=2)[CH:6]=[C:7]([C:8]([O:10][C:11]([CH3:13])([CH3:14])[CH3:12])=[O:9])[CH:15]=1. Given the reactants Cl.[Cl:2][C:3]1[C:4]([NH:16][NH2:17])=[N:5][CH:6]=[C:7]([CH:15]=1)[C:8]([O:10][C:11]([CH3:14])([CH3:13])[CH3:12])=[O:9].CO[C:20]([C:22]1[CH:27]=[CH:26][CH:25]=[CH:24][N:23]=1)=N, predict the reaction product. (2) Given the reactants [H-].[Na+].[F:3][C:4]1[CH:9]=[CH:8][CH:7]=[CH:6][C:5]=1[OH:10].Cl[C:12]1[CH:21]=[CH:20][C:19]2[C:14](=[C:15]([C:22]3[NH:30][C:29]4[CH2:28][CH2:27][NH:26][C:25](=[O:31])[C:24]=4[CH:23]=3)[CH:16]=[CH:17][CH:18]=2)[N:13]=1.C(O)(C(F)(F)F)=O, predict the reaction product. The product is: [F:3][C:4]1[CH:9]=[CH:8][CH:7]=[CH:6][C:5]=1[O:10][C:12]1[CH:21]=[CH:20][C:19]2[C:14](=[C:15]([C:22]3[NH:30][C:29]4[CH2:28][CH2:27][NH:26][C:25](=[O:31])[C:24]=4[CH:23]=3)[CH:16]=[CH:17][CH:18]=2)[N:13]=1. (3) Given the reactants [NH2:1][C:2]1[C:3]([C:13]2[CH:14]=[N:15][C:16]([O:19][CH3:20])=[CH:17][CH:18]=2)=[N:4][C:5](Br)=[CH:6][C:7]=1[C:8]([O:10][CH3:11])=[O:9].[CH3:21][O:22][C:23]1[CH:28]=[CH:27][C:26](B(O)O)=[CH:25][CH:24]=1.[F-].[Cs+], predict the reaction product. The product is: [NH2:1][C:2]1[C:3]([C:13]2[CH:14]=[N:15][C:16]([O:19][CH3:20])=[CH:17][CH:18]=2)=[N:4][C:5]([C:26]2[CH:27]=[CH:28][C:23]([O:22][CH3:21])=[CH:24][CH:25]=2)=[CH:6][C:7]=1[C:8]([O:10][CH3:11])=[O:9].